Dataset: NCI-60 drug combinations with 297,098 pairs across 59 cell lines. Task: Regression. Given two drug SMILES strings and cell line genomic features, predict the synergy score measuring deviation from expected non-interaction effect. (1) Drug 1: C1=NC2=C(N=C(N=C2N1C3C(C(C(O3)CO)O)F)Cl)N. Drug 2: CCN(CC)CCNC(=O)C1=C(NC(=C1C)C=C2C3=C(C=CC(=C3)F)NC2=O)C. Cell line: SNB-19. Synergy scores: CSS=21.3, Synergy_ZIP=1.72, Synergy_Bliss=-2.29, Synergy_Loewe=-29.6, Synergy_HSA=-2.22. (2) Drug 1: CC1C(C(CC(O1)OC2CC(CC3=C2C(=C4C(=C3O)C(=O)C5=C(C4=O)C(=CC=C5)OC)O)(C(=O)CO)O)N)O.Cl. Drug 2: CC(C)CN1C=NC2=C1C3=CC=CC=C3N=C2N. Cell line: T-47D. Synergy scores: CSS=28.5, Synergy_ZIP=0.174, Synergy_Bliss=6.10, Synergy_Loewe=0.902, Synergy_HSA=1.44. (3) Drug 1: CN1C(=O)N2C=NC(=C2N=N1)C(=O)N. Drug 2: CN(CCCl)CCCl.Cl. Cell line: TK-10. Synergy scores: CSS=8.23, Synergy_ZIP=-4.19, Synergy_Bliss=-1.78, Synergy_Loewe=-8.39, Synergy_HSA=-0.772. (4) Drug 1: CN1CCC(CC1)COC2=C(C=C3C(=C2)N=CN=C3NC4=C(C=C(C=C4)Br)F)OC. Drug 2: CNC(=O)C1=NC=CC(=C1)OC2=CC=C(C=C2)NC(=O)NC3=CC(=C(C=C3)Cl)C(F)(F)F. Cell line: K-562. Synergy scores: CSS=60.7, Synergy_ZIP=-0.638, Synergy_Bliss=-4.24, Synergy_Loewe=-13.0, Synergy_HSA=-2.71.